Dataset: Full USPTO retrosynthesis dataset with 1.9M reactions from patents (1976-2016). Task: Predict the reactants needed to synthesize the given product. (1) Given the product [F:15][C:12]([F:13])([F:14])[C:8]1[CH:9]=[C:10]2[C:5](=[CH:6][CH:7]=1)[NH:4][CH:3]=[CH:11]2, predict the reactants needed to synthesize it. The reactants are: CS[C:3]1[NH:4][C:5]2[C:10]([CH:11]=1)=[CH:9][C:8]([C:12]([F:15])([F:14])[F:13])=[CH:7][CH:6]=2. (2) Given the product [CH3:1][O:2][C:3](=[O:27])[NH:4][CH:5]([C:10]([NH:12][NH:13][CH2:14][C:15]1[CH:20]=[CH:19][C:18]([C:21]2[CH:26]=[CH:25][CH:24]=[CH:23][N:22]=2)=[CH:17][CH:16]=1)=[O:11])[C:6]([CH3:9])([CH3:8])[CH3:7], predict the reactants needed to synthesize it. The reactants are: [CH3:1][O:2][C:3](=[O:27])[NH:4][CH:5]([C:10]([NH:12][N:13]=[CH:14][C:15]1[CH:20]=[CH:19][C:18]([C:21]2[CH:26]=[CH:25][CH:24]=[CH:23][N:22]=2)=[CH:17][CH:16]=1)=[O:11])[C:6]([CH3:9])([CH3:8])[CH3:7].C([BH3-])#N.[Na+]. (3) Given the product [ClH:1].[O:42]1[C:46]2[CH:47]=[CH:48][C:49]([CH2:12][NH:13][CH:14]3[CH2:15][CH2:16][N:17]([CH2:20][C@H:21]4[N:31]5[C:32]6[N:23]([C:24](=[O:34])[CH:25]=[CH:26][C:27]=6[CH:28]=[CH:29][C:30]5=[O:33])[CH2:22]4)[CH2:18][CH2:19]3)=[CH:50][C:45]=2[CH2:44][CH2:43]1, predict the reactants needed to synthesize it. The reactants are: [ClH:1].Cl.S1C2C=CC([CH2:12][NH:13][CH:14]3[CH2:19][CH2:18][N:17]([CH2:20][C@H:21]4[N:31]5[C:32]6[N:23]([C:24](=[O:34])[CH:25]=[CH:26][C:27]=6[CH:28]=[CH:29][C:30]5=[O:33])[CH2:22]4)[CH2:16][CH2:15]3)=CC=2N=N1.C(N(CC)CC)C.[O:42]1[C:46]2[CH:47]=[CH:48][C:49](C=O)=[CH:50][C:45]=2[CH2:44][CH2:43]1.C(O[BH-](OC(=O)C)OC(=O)C)(=O)C.[Na+].C([O-])(O)=O.[Na+]. (4) The reactants are: [F:1][C:2]1[C:31]([O:32][CH3:33])=[CH:30][C:29]([O:34][CH3:35])=[C:28]([F:36])[C:3]=1[CH2:4][O:5][C:6]1[CH:7]=[N:8][C:9]([NH:12][C:13]2[CH:14]=[N:15][N:16]([CH2:18][CH2:19][NH:20]C(=O)OC(C)(C)C)[CH:17]=2)=[N:10][CH:11]=1.[ClH:37].C(OCC)(=O)C. Given the product [ClH:37].[ClH:37].[ClH:37].[NH2:20][CH2:19][CH2:18][N:16]1[CH:17]=[C:13]([NH:12][C:9]2[N:8]=[CH:7][C:6]([O:5][CH2:4][C:3]3[C:28]([F:36])=[C:29]([O:34][CH3:35])[CH:30]=[C:31]([O:32][CH3:33])[C:2]=3[F:1])=[CH:11][N:10]=2)[CH:14]=[N:15]1, predict the reactants needed to synthesize it. (5) The reactants are: C(N(CC)CC)C.[CH:8]1([C:14](Cl)=[O:15])[CH2:13][CH2:12][CH2:11][CH2:10][CH2:9]1.[F:17][C:18]1[N:23]=[C:22]([N:24]2[CH2:29][CH2:28][N:27]([CH2:30][CH2:31][NH2:32])[CH2:26][CH2:25]2)[CH:21]=[CH:20][CH:19]=1.C(=O)([O-])[O-].[K+].[K+]. Given the product [F:17][C:18]1[N:23]=[C:22]([N:24]2[CH2:29][CH2:28][N:27]([CH2:30][CH2:31][NH:32][C:14]([CH:8]3[CH2:13][CH2:12][CH2:11][CH2:10][CH2:9]3)=[O:15])[CH2:26][CH2:25]2)[CH:21]=[CH:20][CH:19]=1, predict the reactants needed to synthesize it. (6) Given the product [NH:20]1[C:21]2[CH:27]=[CH:26][CH:25]=[CH:24][C:22]=2[N:23]=[C:19]1[NH:17][CH:14]1[CH2:15][CH2:16][CH:11]([NH:10][C:5]2[C:4]([N+:1]([O-:3])=[O:2])=[CH:9][CH:8]=[CH:7][N:6]=2)[CH2:12][CH2:13]1, predict the reactants needed to synthesize it. The reactants are: [N+:1]([C:4]1[C:5]([NH:10][CH:11]2[CH2:16][CH2:15][CH:14]([NH2:17])[CH2:13][CH2:12]2)=[N:6][CH:7]=[CH:8][CH:9]=1)([O-:3])=[O:2].Cl[C:19]1[NH:23][C:22]2[CH:24]=[CH:25][CH:26]=[CH:27][C:21]=2[N:20]=1.